Dataset: Peptide-MHC class I binding affinity with 185,985 pairs from IEDB/IMGT. Task: Regression. Given a peptide amino acid sequence and an MHC pseudo amino acid sequence, predict their binding affinity value. This is MHC class I binding data. The peptide sequence is IPRRIRQGL. The MHC is HLA-B18:01 with pseudo-sequence HLA-B18:01. The binding affinity (normalized) is 0.